From a dataset of Forward reaction prediction with 1.9M reactions from USPTO patents (1976-2016). Predict the product of the given reaction. (1) Given the reactants [NH2:1][C:2]1[CH:7]=[N:6][CH:5]=[CH:4][N:3]=1.C[Si]([N-][Si](C)(C)C)(C)C.[Na+].Cl[C:19]1[N:24]=[C:23]([N:25]2[CH2:30][CH2:29][O:28][CH2:27][CH2:26]2)[N:22]=[C:21]([N:31]2[C:35]3[CH:36]=[CH:37][CH:38]=[CH:39][C:34]=3[N:33]=[C:32]2[CH:40]([F:42])[F:41])[N:20]=1, predict the reaction product. The product is: [F:42][CH:40]([F:41])[C:32]1[N:31]([C:21]2[N:22]=[C:23]([N:25]3[CH2:26][CH2:27][O:28][CH2:29][CH2:30]3)[N:24]=[C:19]([NH:1][C:2]3[CH:7]=[N:6][CH:5]=[CH:4][N:3]=3)[N:20]=2)[C:35]2[CH:36]=[CH:37][CH:38]=[CH:39][C:34]=2[N:33]=1. (2) Given the reactants [H-].[Na+].C(OP([CH2:11][C:12]1[CH:17]=[CH:16][CH:15]=[C:14]([N+:18]([O-:20])=[O:19])[CH:13]=1)(OCC)=O)C.[O:21]1[C:25]2([CH2:30][CH2:29][C:28](=O)[CH2:27][CH2:26]2)[O:24][CH2:23][CH2:22]1, predict the reaction product. The product is: [N+:18]([C:14]1[CH:13]=[C:12]([CH:11]=[C:28]2[CH2:29][CH2:30][C:25]3([O:24][CH2:23][CH2:22][O:21]3)[CH2:26][CH2:27]2)[CH:17]=[CH:16][CH:15]=1)([O-:20])=[O:19]. (3) Given the reactants [CH3:1][CH:2]([OH:4])[CH3:3].N1C=CC=CC=1.Cl[C:12]([O:14][CH:15]([Cl:17])[CH3:16])=[O:13], predict the reaction product. The product is: [C:12](=[O:13])([O:4][CH:2]([CH3:3])[CH3:1])[O:14][CH:15]([Cl:17])[CH3:16].